From a dataset of Catalyst prediction with 721,799 reactions and 888 catalyst types from USPTO. Predict which catalyst facilitates the given reaction. (1) Reactant: [O:1]=[C:2]1[C:6]2([CH2:11][CH2:10][NH:9][CH2:8][CH2:7]2)[N:5]([C:12]2[CH:17]=[CH:16][CH:15]=[CH:14][CH:13]=2)[CH2:4][N:3]1[CH2:18][C:19]1[CH:31]=[CH:30][CH:29]=[CH:28][C:20]=1[C:21]([O:23][C:24]([CH3:27])([CH3:26])[CH3:25])=[O:22].[I-].[Na+].C(=O)([O-])[O-].[K+].[K+].Cl[CH2:41][CH2:42][CH2:43][N:44]1[C:52]2[C:47](=[CH:48][CH:49]=[CH:50][CH:51]=2)[C:46]2([CH2:54][CH2:53]2)[C:45]1=[O:55]. Product: [O:1]=[C:2]1[C:6]2([CH2:7][CH2:8][N:9]([CH2:41][CH2:42][CH2:43][N:44]3[C:52]4[C:47](=[CH:48][CH:49]=[CH:50][CH:51]=4)[C:46]4([CH2:54][CH2:53]4)[C:45]3=[O:55])[CH2:10][CH2:11]2)[N:5]([C:12]2[CH:13]=[CH:14][CH:15]=[CH:16][CH:17]=2)[CH2:4][N:3]1[CH2:18][C:19]1[CH:31]=[CH:30][CH:29]=[CH:28][C:20]=1[C:21]([O:23][C:24]([CH3:27])([CH3:25])[CH3:26])=[O:22]. The catalyst class is: 131. (2) Reactant: C[O:2][C:3]([C:5]1[C:18]([NH:19][C:20]2[CH:25]=[CH:24][C:23]([Br:26])=[CH:22][C:21]=2[CH3:27])=[C:17]([F:28])[C:8]2[N:9]=[CH:10][N:11]([CH2:12][CH2:13][CH2:14][CH:15]=[CH2:16])[C:7]=2[CH:6]=1)=[O:4]. Product: [Br:26][C:23]1[CH:24]=[CH:25][C:20]([NH:19][C:18]2[C:5]([C:3]([OH:4])=[O:2])=[CH:6][C:7]3[N:11]([CH2:12][CH2:13][CH2:14][CH:15]=[CH2:16])[CH:10]=[N:9][C:8]=3[C:17]=2[F:28])=[C:21]([CH3:27])[CH:22]=1. The catalyst class is: 702. (3) Reactant: [N:1]1[CH:6]=[CH:5][CH:4]=[CH:3][C:2]=1[CH2:7][C:8]#[N:9].[Br:10][CH2:11][C:12]([N:14]1[CH2:18][CH2:17][CH2:16][CH2:15]1)=[O:13].CCOCC. Product: [Br-:10].[N:14]1([C:12](=[O:13])[CH2:11][N+:1]2[CH:6]=[CH:5][CH:4]=[CH:3][C:2]=2[CH2:7][C:8]#[N:9])[CH2:18][CH2:17][CH2:16][CH2:15]1. The catalyst class is: 382. (4) Reactant: C([O:8][C:9]([C:11]1[CH:12]=[C:13]2[C:18](=[CH:19][CH:20]=1)[N:17]=[C:16]([NH2:21])[CH:15]=[CH:14]2)=[O:10])C1C=CC=CC=1.CC(O)C.[OH-].[K+]. Product: [NH2:21][C:16]1[CH:15]=[CH:14][C:13]2[C:18](=[CH:19][CH:20]=[C:11]([C:9]([OH:10])=[O:8])[CH:12]=2)[N:17]=1. The catalyst class is: 6. (5) Reactant: Cl[C:2]1[CH:7]=[CH:6][C:5]([CH2:8][S:9][CH:10]2[CH2:14][CH2:13][CH2:12][CH2:11]2)=[CH:4][N:3]=1.[Cu][C:16]#[N:17].[NH4+].[OH-].CCCCCC.CCOC(C)=O. Product: [CH:10]1([S:9][CH2:8][C:5]2[CH:6]=[CH:7][C:2]([C:16]#[N:17])=[N:3][CH:4]=2)[CH2:14][CH2:13][CH2:12][CH2:11]1. The catalyst class is: 3. (6) Product: [NH2:8][C:6]1[CH:7]=[C:2]([CH2:45][CH2:44][CH:43]=[O:46])[CH:3]=[CH:4][C:5]=1[N+:9]([O-:11])=[O:10]. The catalyst class is: 21. Reactant: Br[C:2]1[CH:3]=[CH:4][C:5]([N+:9]([O-:11])=[O:10])=[C:6]([NH2:8])[CH:7]=1.C1(C)C=CC=CC=1P(C1C=CC=CC=1C)C1C=CC=CC=1C.C(N(C(C)C)C(C)C)C.[CH2:43]([OH:46])[CH:44]=[CH2:45]. (7) Reactant: [Cl:1][C:2]1[CH:3]=[CH:4][N:5]2[C:10]=1[C:9](=[O:11])[N:8]([C:12]1[CH:17]=[CH:16][CH:15]=[C:14]([F:18])[CH:13]=1)[C:7]([C@@H:19]1[CH2:23][C@@H:22]([OH:24])[CH2:21][N:20]1[C:25]([O:27][C:28]([CH3:31])([CH3:30])[CH3:29])=[O:26])=[N:6]2.[S:32](Cl)([C:35]1[CH:41]=[CH:40][C:38]([CH3:39])=[CH:37][CH:36]=1)(=[O:34])=[O:33]. Product: [Cl:1][C:2]1[CH:3]=[CH:4][N:5]2[C:10]=1[C:9](=[O:11])[N:8]([C:12]1[CH:17]=[CH:16][CH:15]=[C:14]([F:18])[CH:13]=1)[C:7]([C@@H:19]1[CH2:23][C@@H:22]([O:24][S:32]([C:35]3[CH:41]=[CH:40][C:38]([CH3:39])=[CH:37][CH:36]=3)(=[O:34])=[O:33])[CH2:21][N:20]1[C:25]([O:27][C:28]([CH3:31])([CH3:30])[CH3:29])=[O:26])=[N:6]2. The catalyst class is: 17. (8) Product: [CH3:21][C:2]1([CH3:1])[CH2:10][C:9]2[NH:8][CH:7]=[C:6]([CH2:11][CH2:12][CH2:13][N:15]([CH2:18][CH3:19])[CH2:16][CH3:17])[C:5]=2[CH2:4][CH2:3]1. Reactant: [CH3:1][C:2]1([CH3:21])[CH2:10][C:9]2[NH:8][CH:7]=[C:6]([CH2:11][CH2:12][C:13]([N:15]([CH2:18][CH3:19])[CH2:16][CH3:17])=O)[C:5]=2[C:4](=O)[CH2:3]1.[H-].[Al+3].[Li+].[H-].[H-].[H-].[OH-].[Na+].O. The catalyst class is: 7. (9) Reactant: [F:1][C:2]1[CH:33]=[C:32]([NH:34][C:35](=[O:48])[CH2:36][C:37]([NH:39][C:40]2[CH:45]=[CH:44][CH:43]=[CH:42][C:41]=2[O:46][CH3:47])=[O:38])[CH:31]=[CH:30][C:3]=1[O:4][C:5]1[CH:10]=[CH:9][N:8]=[C:7]2[CH:11]=[C:12]([C:14]3[N:15]=[CH:16][N:17]([CH2:19][CH2:20][N:21](C)[C:22](=O)OC(C)(C)C)[CH:18]=3)[S:13][C:6]=12.C(O)(C(F)(F)F)=O. Product: [F:1][C:2]1[CH:33]=[C:32]([NH:34][C:35](=[O:48])[CH2:36][C:37]([NH:39][C:40]2[CH:45]=[CH:44][CH:43]=[CH:42][C:41]=2[O:46][CH3:47])=[O:38])[CH:31]=[CH:30][C:3]=1[O:4][C:5]1[CH:10]=[CH:9][N:8]=[C:7]2[CH:11]=[C:12]([C:14]3[N:15]=[CH:16][N:17]([CH2:19][CH2:20][NH:21][CH3:22])[CH:18]=3)[S:13][C:6]=12. The catalyst class is: 11. (10) Reactant: Cl[C:2]1[C:7]([C:8]2[CH:13]=[CH:12][CH:11]=[CH:10][CH:9]=2)=[CH:6][C:5]([N+:14]([O-:16])=[O:15])=[CH:4][N:3]=1.[CH:17]1(B2OC(C)(C)C(C)(C)O2)[CH2:19][CH2:18]1.C(Cl)Cl.C([O-])([O-])=O.[Cs+].[Cs+]. Product: [CH:17]1([C:2]2[C:7]([C:8]3[CH:13]=[CH:12][CH:11]=[CH:10][CH:9]=3)=[CH:6][C:5]([N+:14]([O-:16])=[O:15])=[CH:4][N:3]=2)[CH2:19][CH2:18]1. The catalyst class is: 38.